From a dataset of Experimentally validated miRNA-target interactions with 360,000+ pairs, plus equal number of negative samples. Binary Classification. Given a miRNA mature sequence and a target amino acid sequence, predict their likelihood of interaction. The miRNA is mmu-miR-539-5p with sequence GGAGAAAUUAUCCUUGGUGUGU. The protein sequence of the target gene is MAAVRGLRVSVKAEAPAGPALGLPSPEVESGLERGEPEPMEVEEGELEIVPVRRSLKELLPDTSRRYENKAGSFITGIDVTSKEAIEKKEQRAKRFHFRAEVNLAQRNVALDRDMMKKAIPKVRLETIYICGVDEMSTQDIFSYFKEYPPAHIEWLDDTSCNVVWLDEMTATRALINMSSLPAQDKMRSRDASEDKSSEKNKKDKQEDSSDDDETEEGEVEDENSSDVELDTLSQVEEESLLRNDLRPANKLAKGNRLFMRFATKDDKKELGAARRSQYYMKYGNPNYGGMKGILSNSWK.... Result: 1 (interaction).